Dataset: Catalyst prediction with 721,799 reactions and 888 catalyst types from USPTO. Task: Predict which catalyst facilitates the given reaction. (1) Reactant: [NH:1](C(OCC1C=CC=CC=1)=O)[C@H:2]([C:8]([O:10]CC1C=CC=CC=1)=[O:9])[CH2:3][CH2:4][C:5](=O)[OH:6].C1N=CN(C(N2C=NC=C2)=O)C=1.[CH:40]1[C:45]([S:46]([OH:49])(=[O:48])=[O:47])=[C:44]([OH:50])[C:43]([NH2:51])=[CH:42][C:41]=1Cl.C1COCC1. Product: [OH:50][C:44]1[C:45]([S:46]([OH:49])(=[O:48])=[O:47])=[CH:40][CH:41]=[CH:42][C:43]=1[NH:51][C:5](=[O:6])[CH2:4][CH2:3][C@@H:2]([C:8]([OH:10])=[O:9])[NH2:1]. The catalyst class is: 2. (2) Reactant: [NH2:1][CH2:2][CH2:3][CH2:4][C@@H:5]([OH:9])[C:6]([OH:8])=[O:7].Cl.N[C@@H](C(O)=O)CCCN.[OH-].[Na+].Cl[C:23]([O:25][CH2:26][CH3:27])=[O:24]. Product: [CH2:26]([O:25][C:23]([NH:1][CH2:2][CH2:3][CH2:4][C@@H:5]([OH:9])[C:6]([OH:8])=[O:7])=[O:24])[CH3:27]. The catalyst class is: 95. (3) Reactant: [Br:1][C:2]1[CH:10]=[CH:9][C:8]([CH3:11])=[CH:7][C:3]=1[C:4](O)=[O:5].C(Cl)(=O)C([Cl:15])=O. Product: [Br:1][C:2]1[CH:10]=[CH:9][C:8]([CH3:11])=[CH:7][C:3]=1[C:4]([Cl:15])=[O:5]. The catalyst class is: 120. (4) Reactant: [C:1]([C:3]1[CH:4]=[C:5]([CH:10]=[CH:11][C:12]=1OS(C(F)(F)F)(=O)=O)[C:6]([O:8][CH3:9])=[O:7])#[N:2].Br[Zn][CH2:23][CH:24]([CH3:26])[CH3:25]. The catalyst class is: 7. Product: [C:1]([C:3]1[CH:4]=[C:5]([CH:10]=[CH:11][C:12]=1[CH2:23][CH:24]([CH3:26])[CH3:25])[C:6]([O:8][CH3:9])=[O:7])#[N:2].